This data is from Forward reaction prediction with 1.9M reactions from USPTO patents (1976-2016). The task is: Predict the product of the given reaction. (1) Given the reactants [CH3:1][N:2]([CH3:6])[CH2:3][CH2:4][SH:5].[H-].[Na+].Cl[C:10]1[CH:15]=[CH:14][CH:13]=[C:12]([C:16]#[N:17])[N:11]=1, predict the reaction product. The product is: [C:16]([C:12]1[CH:13]=[CH:14][CH:15]=[C:10]([S:5][CH2:4][CH2:3][N:2]([CH3:6])[CH3:1])[N:11]=1)#[N:17]. (2) Given the reactants [I:1][C:2]1[NH:6][C:5]([C@@H:7]2[CH2:11][CH2:10][CH2:9][N:8]2C(OC(C)(C)C)=O)=[N:4][C:3]=1[CH3:19].[ClH:20], predict the reaction product. The product is: [ClH:20].[I:1][C:2]1[NH:6][C:5]([C@@H:7]2[CH2:11][CH2:10][CH2:9][NH:8]2)=[N:4][C:3]=1[CH3:19]. (3) Given the reactants [NH2:1][C:2]1[C:7]([Cl:8])=[C:6]([O:9][CH3:10])[CH:5]=[CH:4][C:3]=1[C:11]([CH3:13])=[O:12].[CH:14]([C:17]1[N:18]=[C:19]([C:22](NC2C(C)=C(OC)C=CC=2C(=O)C)=[O:23])[S:20][CH:21]=1)([CH3:16])[CH3:15], predict the reaction product. The product is: [CH:14]([C:17]1[N:18]=[C:19]([C:22]([NH:1][C:2]2[C:7]([Cl:8])=[C:6]([O:9][CH3:10])[CH:5]=[CH:4][C:3]=2[C:11](=[O:12])[CH3:13])=[O:23])[S:20][CH:21]=1)([CH3:16])[CH3:15]. (4) Given the reactants [F:1][C:2]1[CH:7]=[CH:6][C:5]([C:8]2[S:12][C:11]([CH3:13])=[N:10][C:9]=2[C:14]([OH:16])=O)=[CH:4][CH:3]=1.[O:17]1[C:21]2[CH:22]=[CH:23][CH:24]=[CH:25][C:20]=2[CH:19]=[C:18]1[C:26](=[O:34])[CH2:27][CH:28]1[CH2:33][CH2:32][CH2:31][CH2:30][NH:29]1, predict the reaction product. The product is: [O:17]1[C:21]2[CH:22]=[CH:23][CH:24]=[CH:25][C:20]=2[CH:19]=[C:18]1[C:26](=[O:34])[CH2:27][CH:28]1[CH2:33][CH2:32][CH2:31][CH2:30][N:29]1[C:14]([C:9]1[N:10]=[C:11]([CH3:13])[S:12][C:8]=1[C:5]1[CH:4]=[CH:3][C:2]([F:1])=[CH:7][CH:6]=1)=[O:16]. (5) Given the reactants [CH3:1][O:2][C:3]1[CH:4]=[C:5]2[C:10](=[CH:11][C:12]=1[O:13][CH3:14])[N:9]=[CH:8][CH:7]=[C:6]2[O:15][C:16]1[C:21]([CH3:22])=[CH:20][C:19]([NH2:23])=[CH:18][C:17]=1[CH3:24].[F:25][C:26]1[CH:31]=[CH:30][C:29]([N:32]2[C:37](=[O:38])[C:36]([C:39](O)=[O:40])=[CH:35][N:34]([CH:42]([CH3:44])[CH3:43])[C:33]2=[O:45])=[CH:28][CH:27]=1, predict the reaction product. The product is: [CH3:1][O:2][C:3]1[CH:4]=[C:5]2[C:10](=[CH:11][C:12]=1[O:13][CH3:14])[N:9]=[CH:8][CH:7]=[C:6]2[O:15][C:16]1[C:17]([CH3:24])=[CH:18][C:19]([NH:23][C:39]([C:36]2[C:37](=[O:38])[N:32]([C:29]3[CH:28]=[CH:27][C:26]([F:25])=[CH:31][CH:30]=3)[C:33](=[O:45])[N:34]([CH:42]([CH3:44])[CH3:43])[CH:35]=2)=[O:40])=[CH:20][C:21]=1[CH3:22].